From a dataset of Retrosynthesis with 50K atom-mapped reactions and 10 reaction types from USPTO. Predict the reactants needed to synthesize the given product. (1) Given the product COc1cc(C(=O)O)ccc1Cc1cn(C(F)F)c2ccc(NC(=O)OC3CCCC3)cc12, predict the reactants needed to synthesize it. The reactants are: COC(=O)c1ccc(Cc2cn(C(F)F)c3ccc(NC(=O)OC4CCCC4)cc23)c(OC)c1. (2) Given the product CCCCCCCCCCCCCCCC(=O)n1cncn1, predict the reactants needed to synthesize it. The reactants are: CCCCCCCCCCCCCCCC(=O)Cl.c1nc[nH]n1.